This data is from Forward reaction prediction with 1.9M reactions from USPTO patents (1976-2016). The task is: Predict the product of the given reaction. (1) Given the reactants Br[C:2]1[CH:7]=[CH:6][C:5]([N+:8]([O-:10])=[O:9])=[CH:4][C:3]=1[C:11]([F:14])([F:13])[F:12].[CH2:15]([NH2:17])[CH3:16].C(O)C, predict the reaction product. The product is: [CH2:15]([NH:17][C:2]1[C:3]([C:11]([F:14])([F:13])[F:12])=[CH:4][C:5]([N+:8]([O-:10])=[O:9])=[CH:6][CH:7]=1)[CH3:16]. (2) Given the reactants [CH:1]1([C:4]2[CH:9]=[CH:8][C:7]([CH2:10][C:11]([OH:13])=O)=[CH:6][CH:5]=2)[CH2:3][CH2:2]1.Cl.Cl.[NH2:16][C@@H:17]([C:20]1[CH:25]=[CH:24][C:23]([O:26][CH2:27][C:28]([F:31])([F:30])[F:29])=[CH:22][N:21]=1)[CH2:18][OH:19].Cl.CN(C)CCCN=C=NCC.ON1C2N=CC=CC=2N=N1.C(N(CC)CC)C, predict the reaction product. The product is: [CH:1]1([C:4]2[CH:5]=[CH:6][C:7]([CH2:10][C:11]([NH:16][C@@H:17]([C:20]3[CH:25]=[CH:24][C:23]([O:26][CH2:27][C:28]([F:31])([F:29])[F:30])=[CH:22][N:21]=3)[CH2:18][OH:19])=[O:13])=[CH:8][CH:9]=2)[CH2:2][CH2:3]1. (3) Given the reactants [CH2:1]1[O:24][C:23]2[CH:22]=[CH:21][C:5]([CH2:6][CH:7]3[C:16]4[C:11](=[C:12]([O:19][CH3:20])[CH:13]=[CH:14][C:15]=4[O:17][CH3:18])[CH2:10][CH2:9][NH:8]3)=[CH:4][C:3]=2[O:2]1.Br[CH2:26][C:27](Br)=[O:28].[NH2:30][C:31]1[S:32][CH:33]=[N:34][N:35]=1, predict the reaction product. The product is: [CH2:1]1[O:24][C:23]2[CH:22]=[CH:21][C:5]([CH2:6][CH:7]3[C:16]4[C:11](=[C:12]([O:19][CH3:20])[CH:13]=[CH:14][C:15]=4[O:17][CH3:18])[CH2:10][CH2:9][N:8]3[CH2:26][C:27]([NH:30][C:31]3[S:32][CH:33]=[N:34][N:35]=3)=[O:28])=[CH:4][C:3]=2[O:2]1. (4) Given the reactants F[C:2]1[CH:7]=[C:6]([F:8])[CH:5]=[CH:4][C:3]=1[S:9]([CH3:12])(=[O:11])=[O:10].[Cl:13][C:14]1[CH:15]=[C:16]([CH:21]([NH2:23])[CH3:22])[CH:17]=[C:18]([Cl:20])[CH:19]=1.C(N(CC)C(C)C)(C)C, predict the reaction product. The product is: [Cl:13][C:14]1[CH:15]=[C:16]([CH:21]([NH:23][C:2]2[CH:7]=[C:6]([F:8])[CH:5]=[CH:4][C:3]=2[S:9]([CH3:12])(=[O:11])=[O:10])[CH3:22])[CH:17]=[C:18]([Cl:20])[CH:19]=1.